Dataset: Forward reaction prediction with 1.9M reactions from USPTO patents (1976-2016). Task: Predict the product of the given reaction. (1) Given the reactants N.C1(S([N:11]2[C:19]3[CH:18]=[CH:17][N:16]=[C:15]([Cl:20])[C:14]=3[CH:13]=[C:12]2[CH2:21][N:22]2[CH2:26][CH2:25][C@H:24]([NH:27][S:28]([C:31]3[S:35][C:34]4[CH:36]=[C:37]([Cl:40])[CH:38]=[CH:39][C:33]=4[CH:32]=3)(=[O:30])=[O:29])[C:23]2=[O:41])(=O)=O)C=CC=CC=1, predict the reaction product. The product is: [Cl:20][C:15]1[C:14]2[CH:13]=[C:12]([CH2:21][N:22]3[CH2:26][CH2:25][C@H:24]([NH:27][S:28]([C:31]4[S:35][C:34]5[CH:36]=[C:37]([Cl:40])[CH:38]=[CH:39][C:33]=5[CH:32]=4)(=[O:29])=[O:30])[C:23]3=[O:41])[NH:11][C:19]=2[CH:18]=[CH:17][N:16]=1. (2) Given the reactants [Li]CCCC.Br[C:7]1[CH:8]=[CH:9][C:10]([O:13][CH3:14])=[N:11][CH:12]=1.[F:15][C:16]1[CH:23]=[CH:22][C:19]([CH:20]=[O:21])=[CH:18][CH:17]=1.[Cl-].[NH4+], predict the reaction product. The product is: [F:15][C:16]1[CH:23]=[CH:22][C:19]([CH:20]([C:7]2[CH:12]=[N:11][C:10]([O:13][CH3:14])=[CH:9][CH:8]=2)[OH:21])=[CH:18][CH:17]=1. (3) Given the reactants [O:1]1[CH:5]=[CH:4][N:3]=[CH:2]1.[Li]CCCC.[C:11]([O:15][C:16]([N:18]1[CH2:23][CH2:22][CH:21]([C:24](Cl)=[O:25])[CH2:20][CH2:19]1)=[O:17])([CH3:14])([CH3:13])[CH3:12], predict the reaction product. The product is: [C:11]([O:15][C:16]([N:18]1[CH2:23][CH2:22][CH:21]([C:24]([C:2]2[O:1][CH:5]=[CH:4][N:3]=2)=[O:25])[CH2:20][CH2:19]1)=[O:17])([CH3:14])([CH3:13])[CH3:12]. (4) Given the reactants [C:1]1([CH2:7][N:8]2[CH2:12][CH2:11][C@@H:10]([NH2:13])[CH2:9]2)[CH:6]=[CH:5][CH:4]=[CH:3][CH:2]=1.[C:14](OC(=O)C)(=[O:16])[CH3:15], predict the reaction product. The product is: [C:1]1([CH2:7][N:8]2[CH2:12][CH2:11][C@@H:10]([NH:13][C:14](=[O:16])[CH3:15])[CH2:9]2)[CH:2]=[CH:3][CH:4]=[CH:5][CH:6]=1. (5) Given the reactants C[O:2][C:3]([CH:5]1[CH2:9][CH2:8][N:7]([CH2:10][C:11]2[N:20]=[CH:19][C:18]3[C:13](=[CH:14][CH:15]=[C:16]([O:21][CH:22]4[CH2:27][CH2:26][CH:25]([C:28]([CH3:32])([CH3:31])[CH2:29][CH3:30])[CH2:24][CH2:23]4)[CH:17]=3)[N:12]=2)[CH2:6]1)=[O:4].CO.O1CCCC1.[OH-].[Li+].O, predict the reaction product. The product is: [CH3:32][C:28]([CH:25]1[CH2:24][CH2:23][CH:22]([O:21][C:16]2[CH:17]=[C:18]3[C:13](=[CH:14][CH:15]=2)[N:12]=[C:11]([CH2:10][N:7]2[CH2:8][CH2:9][CH:5]([C:3]([OH:4])=[O:2])[CH2:6]2)[N:20]=[CH:19]3)[CH2:27][CH2:26]1)([CH3:31])[CH2:29][CH3:30]. (6) Given the reactants C([O:8][C:9]1[CH:14]=[C:13]([O:15]CC2C=CC=CC=2)[CH:12]=[CH:11][C:10]=1[C:23]1(O)[CH2:28][CH2:27][N:26]([C:29]([O:31][C:32]([CH3:35])([CH3:34])[CH3:33])=[O:30])[CH2:25][CH2:24]1)C1C=CC=CC=1, predict the reaction product. The product is: [OH:8][C:9]1[CH:14]=[C:13]([OH:15])[CH:12]=[CH:11][C:10]=1[CH:23]1[CH2:24][CH2:25][N:26]([C:29]([O:31][C:32]([CH3:35])([CH3:34])[CH3:33])=[O:30])[CH2:27][CH2:28]1. (7) The product is: [C:1]([O:5][C:6]([N:8]1[CH2:20][C@@H:19]([CH3:21])[N:18]2[C@H:10]([CH2:11][C:12]3[C:17]2=[N:16][C:15]([Br:22])=[CH:14][CH:13]=3)[CH2:9]1)=[O:7])([CH3:4])([CH3:2])[CH3:3]. Given the reactants [C:1]([O:5][C:6]([N:8]1[CH2:20][C@@H:19]([CH3:21])[N:18]2[C:10](=[CH:11][C:12]3[C:17]2=[N:16][C:15]([Br:22])=[CH:14][CH:13]=3)[CH2:9]1)=[O:7])([CH3:4])([CH3:3])[CH3:2].C([BH3-])#N.[Na+], predict the reaction product. (8) Given the reactants [N:1]1[CH:6]=[CH:5][CH:4]=[C:3]([C:7]2[CH:14]=[CH:13][C:10]([CH2:11][NH2:12])=[CH:9][CH:8]=2)[CH:2]=1.[F:15][C:16]([F:42])([F:41])[C:17]1[CH:22]=[CH:21][C:20]([C:23]2[C:24]([C:29]([NH:31][C:32]3[CH:33]=[C:34]([C:38](O)=[O:39])[N:35]([CH3:37])[CH:36]=3)=[O:30])=[CH:25][CH:26]=[CH:27][CH:28]=2)=[CH:19][CH:18]=1.CN(C(ON1N=NC2C=CC=CC1=2)=[N+](C)C)C.[B-](F)(F)(F)F.C(N(C(C)C)C(C)C)C, predict the reaction product. The product is: [N:1]1[CH:6]=[CH:5][CH:4]=[C:3]([C:7]2[CH:14]=[CH:13][C:10]([CH2:11][NH:12][C:38]([C:34]3[N:35]([CH3:37])[CH:36]=[C:32]([NH:31][C:29]([C:24]4[C:23]([C:20]5[CH:19]=[CH:18][C:17]([C:16]([F:42])([F:15])[F:41])=[CH:22][CH:21]=5)=[CH:28][CH:27]=[CH:26][CH:25]=4)=[O:30])[CH:33]=3)=[O:39])=[CH:9][CH:8]=2)[CH:2]=1. (9) Given the reactants [CH2:1]([O:8][C:9]1[C:10]([C:30]([O:32]C(C)(C)C)=[O:31])=[N:11][C:12]([CH2:16][C:17]2([C:22]3[CH:27]=[CH:26][C:25]([Cl:28])=[C:24]([Cl:29])[CH:23]=3)[CH2:21][CH2:20][CH2:19][CH2:18]2)=[N:13][C:14]=1[OH:15])[C:2]1[CH:7]=[CH:6][CH:5]=[CH:4][CH:3]=1.C(OC1C(C(O)=O)=NC(CC2(C3C=CC(C(F)(F)F)=CC=3)CCCC2)=NC=1O)C1C=CC=CC=1, predict the reaction product. The product is: [CH2:1]([O:8][C:9]1[C:10]([C:30]([OH:32])=[O:31])=[N:11][C:12]([CH2:16][C:17]2([C:22]3[CH:27]=[CH:26][C:25]([Cl:28])=[C:24]([Cl:29])[CH:23]=3)[CH2:18][CH2:19][CH2:20][CH2:21]2)=[N:13][C:14]=1[OH:15])[C:2]1[CH:3]=[CH:4][CH:5]=[CH:6][CH:7]=1. (10) Given the reactants [CH3:1][O:2][C:3]1[CH:8]=[CH:7][C:6]([N:9]2[CH2:14][CH2:13][N:12]([CH2:15][CH2:16][C:17]#[N:18])[CH2:11][CH2:10]2)=[CH:5][CH:4]=1.[H-].[H-].[H-].[H-].[Li+].[Al+3], predict the reaction product. The product is: [CH3:1][O:2][C:3]1[CH:4]=[CH:5][C:6]([N:9]2[CH2:10][CH2:11][N:12]([CH2:15][CH2:16][CH2:17][NH2:18])[CH2:13][CH2:14]2)=[CH:7][CH:8]=1.